This data is from Full USPTO retrosynthesis dataset with 1.9M reactions from patents (1976-2016). The task is: Predict the reactants needed to synthesize the given product. Given the product [F:44][C:37]1[CH:38]=[C:39]([F:43])[C:40]([F:42])=[CH:41][C:36]=1[CH2:35][O:34][CH2:33][C@@H:9]1[CH2:10][C@@H:11]([S:13][C:14]([C:21]2[CH:22]=[CH:23][CH:24]=[CH:25][CH:26]=2)([C:27]2[CH:32]=[CH:31][CH:30]=[CH:29][CH:28]=2)[C:15]2[CH:20]=[CH:19][CH:18]=[CH:17][CH:16]=2)[CH2:12][N:8]1[C:5]1[N:6]=[CH:7][C:2]([C:46]#[C:45][Si:47]([CH3:50])([CH3:49])[CH3:48])=[CH:3][N:4]=1, predict the reactants needed to synthesize it. The reactants are: Br[C:2]1[CH:3]=[N:4][C:5]([N:8]2[CH2:12][C@H:11]([S:13][C:14]([C:27]3[CH:32]=[CH:31][CH:30]=[CH:29][CH:28]=3)([C:21]3[CH:26]=[CH:25][CH:24]=[CH:23][CH:22]=3)[C:15]3[CH:20]=[CH:19][CH:18]=[CH:17][CH:16]=3)[CH2:10][C@H:9]2[CH2:33][O:34][CH2:35][C:36]2[CH:41]=[C:40]([F:42])[C:39]([F:43])=[CH:38][C:37]=2[F:44])=[N:6][CH:7]=1.[C:45]([Si:47]([CH3:50])([CH3:49])[CH3:48])#[CH:46].CCN(CC)CC.